From a dataset of NCI-60 drug combinations with 297,098 pairs across 59 cell lines. Regression. Given two drug SMILES strings and cell line genomic features, predict the synergy score measuring deviation from expected non-interaction effect. (1) Drug 1: CC12CCC3C(C1CCC2O)C(CC4=C3C=CC(=C4)O)CCCCCCCCCS(=O)CCCC(C(F)(F)F)(F)F. Drug 2: C1CN(P(=O)(OC1)NCCCl)CCCl. Cell line: HCT-15. Synergy scores: CSS=-12.0, Synergy_ZIP=4.93, Synergy_Bliss=-1.46, Synergy_Loewe=-8.96, Synergy_HSA=-11.7. (2) Drug 1: CC1C(C(CC(O1)OC2CC(CC3=C2C(=C4C(=C3O)C(=O)C5=C(C4=O)C(=CC=C5)OC)O)(C(=O)C)O)N)O.Cl. Drug 2: CC1=C2C(C(=O)C3(C(CC4C(C3C(C(C2(C)C)(CC1OC(=O)C(C(C5=CC=CC=C5)NC(=O)OC(C)(C)C)O)O)OC(=O)C6=CC=CC=C6)(CO4)OC(=O)C)O)C)O. Cell line: UO-31. Synergy scores: CSS=8.75, Synergy_ZIP=-4.42, Synergy_Bliss=-4.86, Synergy_Loewe=-2.17, Synergy_HSA=-1.79. (3) Drug 1: C1CCN(CC1)CCOC2=CC=C(C=C2)C(=O)C3=C(SC4=C3C=CC(=C4)O)C5=CC=C(C=C5)O. Drug 2: CC1=C(C=C(C=C1)NC2=NC=CC(=N2)N(C)C3=CC4=NN(C(=C4C=C3)C)C)S(=O)(=O)N.Cl. Cell line: A549. Synergy scores: CSS=6.68, Synergy_ZIP=0.823, Synergy_Bliss=3.65, Synergy_Loewe=1.36, Synergy_HSA=1.07. (4) Drug 1: CC=C1C(=O)NC(C(=O)OC2CC(=O)NC(C(=O)NC(CSSCCC=C2)C(=O)N1)C(C)C)C(C)C. Drug 2: CNC(=O)C1=NC=CC(=C1)OC2=CC=C(C=C2)NC(=O)NC3=CC(=C(C=C3)Cl)C(F)(F)F. Cell line: MDA-MB-435. Synergy scores: CSS=51.7, Synergy_ZIP=-1.36, Synergy_Bliss=-1.26, Synergy_Loewe=-67.2, Synergy_HSA=-0.276. (5) Drug 1: CC1=C(C(CCC1)(C)C)C=CC(=CC=CC(=CC(=O)O)C)C. Drug 2: C#CCC(CC1=CN=C2C(=N1)C(=NC(=N2)N)N)C3=CC=C(C=C3)C(=O)NC(CCC(=O)O)C(=O)O. Cell line: OVCAR-4. Synergy scores: CSS=56.5, Synergy_ZIP=-3.15, Synergy_Bliss=-10.8, Synergy_Loewe=-38.5, Synergy_HSA=-10.6. (6) Drug 1: CN(C)C1=NC(=NC(=N1)N(C)C)N(C)C. Drug 2: CCC1(C2=C(COC1=O)C(=O)N3CC4=CC5=C(C=CC(=C5CN(C)C)O)N=C4C3=C2)O.Cl. Cell line: OVCAR-4. Synergy scores: CSS=1.35, Synergy_ZIP=2.01, Synergy_Bliss=4.30, Synergy_Loewe=-1.41, Synergy_HSA=0.939.